This data is from Full USPTO retrosynthesis dataset with 1.9M reactions from patents (1976-2016). The task is: Predict the reactants needed to synthesize the given product. (1) Given the product [C:1]([O:4][C:5]1[C:6]([O:28][CH2:29][CH3:30])=[CH:7][CH:8]=[C:9]2[C:14]=1[CH:13]=[N:12][CH:11]=[C:10]2[C:15](=[O:31])[C:16]1[CH:21]=[C:20]([O:22][CH3:23])[C:19]([O:24][CH3:25])=[C:18]([O:26][CH3:27])[CH:17]=1)(=[O:3])[CH3:2], predict the reactants needed to synthesize it. The reactants are: [C:1]([O:4][C:5]1[C:6]([O:28][CH2:29][CH3:30])=[CH:7][CH:8]=[C:9]2[C:14]=1[CH:13]=[N:12][CH:11]=[C:10]2[CH2:15][C:16]1[CH:21]=[C:20]([O:22][CH3:23])[C:19]([O:24][CH3:25])=[C:18]([O:26][CH3:27])[CH:17]=1)(=[O:3])[CH3:2].[OH:31]N1C(=O)C2=CC=CC=C2C1=O.[O-]Cl=O.[Na+].O. (2) Given the product [Cl:13][C:5]1[CH:4]=[CH:3][C:2]([B:14]2[O:18][C:17]([CH3:20])([CH3:19])[C:16]([CH3:22])([CH3:21])[O:15]2)=[C:10]2[C:6]=1[C:7]([NH2:12])=[N:8][N:9]2[CH3:11], predict the reactants needed to synthesize it. The reactants are: Br[C:2]1[CH:3]=[CH:4][C:5]([Cl:13])=[C:6]2[C:10]=1[N:9]([CH3:11])[N:8]=[C:7]2[NH2:12].[B:14]1([B:14]2[O:18][C:17]([CH3:20])([CH3:19])[C:16]([CH3:22])([CH3:21])[O:15]2)[O:18][C:17]([CH3:20])([CH3:19])[C:16]([CH3:22])([CH3:21])[O:15]1.C([O-])(=O)C.[K+]. (3) Given the product [OH:35][C:29]([C:31]([F:34])([F:33])[F:32])=[O:30].[NH2:8][C:6]1[C:5]([F:16])=[CH:4][C:3]([Br:17])=[C:2]([NH:1][C:25](=[O:27])[CH3:26])[CH:7]=1, predict the reactants needed to synthesize it. The reactants are: [NH2:1][C:2]1[C:3]([Br:17])=[CH:4][C:5]([F:16])=[C:6]([NH:8]C(=O)OC(C)(C)C)[CH:7]=1.C(N(CC)CC)C.[C:25](Cl)(=[O:27])[CH3:26].[C:29]([OH:35])([C:31]([F:34])([F:33])[F:32])=[O:30]. (4) Given the product [O:27]=[C:11]1[CH:12]2[C:20]3[N:19]([CH:18]=[CH:17][C:16]=3[CH2:15][CH2:14][C@@H:13]2[NH:22][C:23](=[O:26])[O:24][CH3:25])[CH2:21][C@@H:9]([C:7]2[NH:8][C:4]3[CH:3]=[C:2]([B:30]4[O:34][C:33]([CH3:36])([CH3:35])[C:32]([CH3:38])([CH3:37])[O:31]4)[CH:29]=[CH:28][C:5]=3[N:6]=2)[CH2:10]1, predict the reactants needed to synthesize it. The reactants are: Br[C:2]1[CH:29]=[CH:28][C:5]2[NH:6][C:7]([C@@H:9]3[CH2:21][N:19]4[C:20]5[CH:12]([C@@H:13]([NH:22][C:23](=[O:26])[O:24][CH3:25])[CH2:14][CH2:15][C:16]=5[CH:17]=[CH:18]4)[C:11](=[O:27])[CH2:10]3)=[N:8][C:4]=2[CH:3]=1.[B:30]1([B:30]2[O:34][C:33]([CH3:36])([CH3:35])[C:32]([CH3:38])([CH3:37])[O:31]2)[O:34][C:33]([CH3:36])([CH3:35])[C:32]([CH3:38])([CH3:37])[O:31]1.C([O-])(=O)C.[K+]. (5) Given the product [CH3:24][N:2]([CH3:1])[C:3]1[N:8]=[C:7]([CH3:9])[C:6]([CH:10]([CH2:15][CH2:16][CH3:17])[C:11]([OH:13])=[O:12])=[C:5]([C:18]2[CH:19]=[CH:20][CH:21]=[CH:22][CH:23]=2)[N:4]=1, predict the reactants needed to synthesize it. The reactants are: [CH3:1][N:2]([CH3:24])[C:3]1[N:8]=[C:7]([CH3:9])[C:6]([CH:10]([CH2:15][CH2:16][CH3:17])[C:11]([O:13]C)=[O:12])=[C:5]([C:18]2[CH:23]=[CH:22][CH:21]=[CH:20][CH:19]=2)[N:4]=1.[OH-].[Na+]. (6) Given the product [CH2:42]([S:39]([NH:15][C:16]([CH:18]1[CH2:23][CH2:22][N:21]([C:24]2[C:34]([C:35]#[N:36])=[CH:33][C:27]([C:28]([O:30][CH2:31][CH3:32])=[O:29])=[C:26]([NH:37][CH3:38])[N:25]=2)[CH2:20][CH2:19]1)=[O:17])(=[O:41])=[O:40])[C:43]1[CH:44]=[CH:45][CH:46]=[CH:47][CH:48]=1, predict the reactants needed to synthesize it. The reactants are: CC1C=CC(S([O-])=O)=CC=1.[Na+].C([N:15]([S:39]([CH2:42][C:43]1[CH:48]=[CH:47][CH:46]=[CH:45][CH:44]=1)(=[O:41])=[O:40])[C:16]([CH:18]1[CH2:23][CH2:22][N:21]([C:24]2[C:34]([C:35]#[N:36])=[CH:33][C:27]([C:28]([O:30][CH2:31][CH3:32])=[O:29])=[C:26]([NH:37][CH3:38])[N:25]=2)[CH2:20][CH2:19]1)=[O:17])C=C. (7) Given the product [CH2:1]([O:3][C:4]([C:6]1[CH:7]=[N:8][C:9]2[C:14]([C:15]=1[NH:27][CH:22]1[CH2:26][CH2:25][CH2:24][CH2:23]1)=[CH:13][CH:12]=[CH:11][C:10]=2[O:17][C:18]([F:21])([F:20])[F:19])=[O:5])[CH3:2], predict the reactants needed to synthesize it. The reactants are: [CH2:1]([O:3][C:4]([C:6]1[CH:7]=[N:8][C:9]2[C:14]([C:15]=1Cl)=[CH:13][CH:12]=[CH:11][C:10]=2[O:17][C:18]([F:21])([F:20])[F:19])=[O:5])[CH3:2].[CH:22]1([NH2:27])[CH2:26][CH2:25][CH2:24][CH2:23]1. (8) Given the product [C:10]([O:14][C:15]([N:17]1[CH2:22][CH2:21][CH:20]([C:23]2[NH:8][C:5]3[CH:6]=[CH:7][C:2]([F:1])=[CH:3][C:4]=3[N:9]=2)[CH2:19][CH2:18]1)=[O:16])([CH3:13])([CH3:11])[CH3:12], predict the reactants needed to synthesize it. The reactants are: [F:1][C:2]1[CH:3]=[C:4]([NH2:9])[C:5]([NH2:8])=[CH:6][CH:7]=1.[C:10]([O:14][C:15]([N:17]1[CH2:22][CH2:21][CH:20]([C:23](O)=O)[CH2:19][CH2:18]1)=[O:16])([CH3:13])([CH3:12])[CH3:11].P(OC1C=CC=CC=1)(OC1C=CC=CC=1)OC1C=CC=CC=1.